This data is from Full USPTO retrosynthesis dataset with 1.9M reactions from patents (1976-2016). The task is: Predict the reactants needed to synthesize the given product. (1) Given the product [CH2:1]([O:3][C:4]([C:6]1([C:9]2[CH:10]=[CH:11][C:12]([C:15]3[CH:20]=[CH:19][C:18]([C:21]4[O:25][N:24]=[C:23]([CH3:26])[C:22]=4[NH:27][CH:37]([CH3:38])[CH2:36][CH2:35][C:31]4[CH:32]=[CH:33][CH:34]=[C:29]([F:28])[CH:30]=4)=[CH:17][CH:16]=3)=[CH:13][CH:14]=2)[CH2:8][CH2:7]1)=[O:5])[CH3:2], predict the reactants needed to synthesize it. The reactants are: [CH2:1]([O:3][C:4]([C:6]1([C:9]2[CH:14]=[CH:13][C:12]([C:15]3[CH:20]=[CH:19][C:18]([C:21]4[O:25][N:24]=[C:23]([CH3:26])[C:22]=4[NH2:27])=[CH:17][CH:16]=3)=[CH:11][CH:10]=2)[CH2:8][CH2:7]1)=[O:5])[CH3:2].[F:28][C:29]1[CH:30]=[C:31]([CH2:35][CH2:36][C:37](=O)[CH3:38])[CH:32]=[CH:33][CH:34]=1. (2) Given the product [C:23]([O:34][C:32](=[O:33])[NH:4][C:5]1[CH:10]=[C:9]([CH2:11][C:12]#[N:13])[C:8]([I:14])=[CH:7][C:6]=1[N+:15]([O-:17])=[O:16])([CH3:22])([CH3:24])[CH3:2], predict the reactants needed to synthesize it. The reactants are: [N-]=[C:2]=O.[NH2:4][C:5]1[C:6]([N+:15]([O-:17])=[O:16])=[CH:7][C:8]([I:14])=[C:9]([CH2:11][C:12]#[N:13])[CH:10]=1.ClC1C=C[C:22]([N+]([O-])=O)=[C:23](N)[CH:24]=1.ICl.C[C:32]([O-:34])=[O:33].[Na+].C(CC(OCC)=O)#N.[Li+].[Cl-].O.O=C(Cl)OC(Cl)(Cl)Cl.